Dataset: HIV replication inhibition screening data with 41,000+ compounds from the AIDS Antiviral Screen. Task: Binary Classification. Given a drug SMILES string, predict its activity (active/inactive) in a high-throughput screening assay against a specified biological target. The compound is O=C1CCC(=O)N1Cc1ccccc1N=[N+]([O-])c1ccccc1CN1C(=O)CCC1=O. The result is 0 (inactive).